From a dataset of Forward reaction prediction with 1.9M reactions from USPTO patents (1976-2016). Predict the product of the given reaction. Given the reactants Br[C:2]1[C:10]2[O:9][CH2:8][CH:7]([C:11]3[CH:16]=[CH:15][C:14]([CH:17]([CH3:19])[CH3:18])=[CH:13][CH:12]=3)[C:6]=2[C:5]([CH3:20])=[C:4]([NH:21][C:22](=[O:28])[CH2:23][C:24]([CH3:27])([CH3:26])[CH3:25])[C:3]=1[CH3:29].[N:30]1[CH:35]=[CH:34][C:33](B(O)O)=[CH:32][CH:31]=1, predict the reaction product. The product is: [CH:17]([C:14]1[CH:13]=[CH:12][C:11]([CH:7]2[C:2]3[C:3]([CH3:29])=[C:4]([NH:21][C:22](=[O:28])[CH2:23][C:24]([CH3:26])([CH3:25])[CH3:27])[C:5]([CH3:20])=[C:6]([C:33]4[CH:34]=[CH:35][N:30]=[CH:31][CH:32]=4)[C:10]=3[O:9][CH2:8]2)=[CH:16][CH:15]=1)([CH3:18])[CH3:19].